From a dataset of Reaction yield outcomes from USPTO patents with 853,638 reactions. Predict the reaction yield, written as a fraction of the theoretical maximum amount of product (1.0 means a 100% yield; for example, 0.34 means a 34% yield). (1) The reactants are CC1(C)COB([C:8]2[CH:13]=[CH:12][C:11]([CH:14]3[CH2:18][CH2:17][N:16]([C:19]([O:21][CH3:22])=[O:20])[CH2:15]3)=[CH:10][CH:9]=2)OC1.Br[C:25]1[CH:26]=[C:27]2[C:31](=[CH:32][C:33]=1[Cl:34])[NH:30][CH:29]=[C:28]2[CH:35]=[O:36].C(=O)([O-])[O-].[K+].[K+]. The yield is 0.680. The catalyst is C1(C)C=CC=CC=1.CCO.C1C=CC(P(C2C=CC=CC=2)[C-]2C=CC=C2)=CC=1.C1C=CC(P(C2C=CC=CC=2)[C-]2C=CC=C2)=CC=1.Cl[Pd]Cl.[Fe+2]. The product is [Cl:34][C:33]1[CH:32]=[C:31]2[C:27]([C:28]([CH:35]=[O:36])=[CH:29][NH:30]2)=[CH:26][C:25]=1[C:8]1[CH:9]=[CH:10][C:11]([CH:14]2[CH2:18][CH2:17][N:16]([C:19]([O:21][CH3:22])=[O:20])[CH2:15]2)=[CH:12][CH:13]=1. (2) The reactants are [NH2:1][C:2]1[CH:3]=[C:4]([CH:9]=[CH:10][C:11]=1[O:12][CH3:13])[C:5]([O:7][CH3:8])=[O:6].C1C=CC2N(O)N=NC=2C=1.[CH2:24]([O:42][CH:43]1[CH:48]([O:49][CH2:50][CH2:51][CH2:52][CH2:53][CH2:54][CH2:55][CH2:56][CH2:57][CH2:58][CH2:59][CH2:60][CH2:61][CH2:62][CH2:63][CH2:64][CH2:65][CH2:66][CH3:67])[CH:47]([O:68][CH2:69][CH2:70][CH2:71][CH2:72][CH2:73][CH2:74][CH2:75][CH2:76][CH2:77][CH2:78][CH2:79][CH2:80][CH2:81][CH2:82][CH2:83][CH2:84][CH2:85][CH3:86])[CH2:46][CH:45]([C:87](O)=[O:88])[CH2:44]1)[CH2:25][CH2:26][CH2:27][CH2:28][CH2:29][CH2:30][CH2:31][CH2:32][CH2:33][CH2:34][CH2:35][CH2:36][CH2:37][CH2:38][CH2:39][CH2:40][CH3:41].CCN=C=NCCCN(C)C.Cl. The catalyst is C(Cl)(Cl)Cl. The product is [CH3:13][O:12][C:11]1[CH:10]=[CH:9][C:4]([C:5]([O:7][CH3:8])=[O:6])=[CH:3][C:2]=1[NH:1][C:87]([CH:45]1[CH2:46][CH:47]([O:68][CH2:69][CH2:70][CH2:71][CH2:72][CH2:73][CH2:74][CH2:75][CH2:76][CH2:77][CH2:78][CH2:79][CH2:80][CH2:81][CH2:82][CH2:83][CH2:84][CH2:85][CH3:86])[CH:48]([O:49][CH2:50][CH2:51][CH2:52][CH2:53][CH2:54][CH2:55][CH2:56][CH2:57][CH2:58][CH2:59][CH2:60][CH2:61][CH2:62][CH2:63][CH2:64][CH2:65][CH2:66][CH3:67])[CH:43]([O:42][CH2:24][CH2:25][CH2:26][CH2:27][CH2:28][CH2:29][CH2:30][CH2:31][CH2:32][CH2:33][CH2:34][CH2:35][CH2:36][CH2:37][CH2:38][CH2:39][CH2:40][CH3:41])[CH2:44]1)=[O:88]. The yield is 0.950. (3) The reactants are [C:1]1([NH:7][CH2:8][CH2:9][C:10]#[N:11])[CH:6]=[CH:5][CH:4]=[CH:3][CH:2]=1.[NH2:12][OH:13]. The catalyst is CCO. The product is [OH:13][N:12]=[C:10]([NH2:11])[CH2:9][CH2:8][NH:7][C:1]1[CH:6]=[CH:5][CH:4]=[CH:3][CH:2]=1. The yield is 0.628. (4) The reactants are [CH3:1][O:2][C:3]([C:5]1[CH:6]=[C:7]2[C:12](=[CH:13][CH:14]=1)[CH2:11][NH:10][CH2:9][CH2:8]2)=[O:4].[CH:15]1([C:21](Cl)=[O:22])[CH2:20][CH2:19][CH2:18][CH2:17][CH2:16]1.[Cl-].C([NH+](CC)CC)C. The catalyst is C(Cl)Cl. The product is [CH3:1][O:2][C:3]([C:5]1[CH:6]=[C:7]2[C:12](=[CH:13][CH:14]=1)[CH2:11][N:10]([C:21]([CH:15]1[CH2:20][CH2:19][CH2:18][CH2:17][CH2:16]1)=[O:22])[CH2:9][CH2:8]2)=[O:4]. The yield is 0.770. (5) The reactants are Cl.[CH3:2][C:3]1[CH:4]=[C:5]([O:18][S:19]([C:22]2[CH:27]=[CH:26][CH:25]=[CH:24][C:23]=2[S:28]([N:31]([CH2:38][C:39]([O:41]CC)=[O:40])[CH2:32][C:33]([O:35]CC)=[O:34])(=[O:30])=[O:29])(=[O:21])=[O:20])[CH:6]=[C:7]([CH:17]=1)[O:8][CH2:9][CH2:10][CH2:11][O:12][NH:13][C:14]([NH2:16])=[NH:15].C(C(=CC1C=CC(O)=CC=1)C(O)=O)#N. No catalyst specified. The product is [CH3:2][C:3]1[CH:4]=[C:5]([O:18][S:19]([C:22]2[CH:27]=[CH:26][CH:25]=[CH:24][C:23]=2[S:28]([N:31]([CH2:32][C:33]([OH:35])=[O:34])[CH2:38][C:39]([OH:41])=[O:40])(=[O:30])=[O:29])(=[O:20])=[O:21])[CH:6]=[C:7]([CH:17]=1)[O:8][CH2:9][CH2:10][CH2:11][O:12][NH:13][C:14]([NH2:16])=[NH:15]. The yield is 0.870. (6) The reactants are Br[C:2]1[CH:7]=[CH:6][C:5]([C:8]2[N:12]=[CH:11][N:10]([C:13]3[CH:18]=[CH:17][C:16]([O:19][C:20]([F:23])([F:22])[F:21])=[CH:15][CH:14]=3)[N:9]=2)=[CH:4][CH:3]=1.P([O-])([O-])([O-])=O.[K+].[K+].[K+].CC(=O)[CH2:34][C:35](=[O:37])[CH3:36]. The catalyst is CS(C)=O.[Cu]I. The product is [F:21][C:20]([F:23])([F:22])[O:19][C:16]1[CH:17]=[CH:18][C:13]([N:10]2[CH:11]=[N:12][C:8]([C:5]3[CH:6]=[CH:7][C:2]([CH2:34][C:35](=[O:37])[CH3:36])=[CH:3][CH:4]=3)=[N:9]2)=[CH:14][CH:15]=1. The yield is 0.350. (7) The reactants are [F:1][C:2]1[CH:3]=[C:4]2[C:8](=[CH:9][C:10]=1[F:11])[NH:7][CH:6]=[C:5]2[I:12].[H-].[Na+].[C:15]1([S:21](Cl)(=[O:23])=[O:22])[CH:20]=[CH:19][CH:18]=[CH:17][CH:16]=1. The catalyst is C1COCC1. The product is [F:1][C:2]1[CH:3]=[C:4]2[C:8](=[CH:9][C:10]=1[F:11])[N:7]([S:21]([C:15]1[CH:20]=[CH:19][CH:18]=[CH:17][CH:16]=1)(=[O:23])=[O:22])[CH:6]=[C:5]2[I:12]. The yield is 0.720. (8) The reactants are [C:1]([C:4]1[CH:5]=[C:6](B(O)O)[CH:7]=[CH:8][CH:9]=1)(=[O:3])[CH3:2].I[C:14]1[C:22]2[C:17](=[N:18][CH:19]=[N:20][C:21]=2[NH2:23])[N:16]([CH:24]([CH3:26])[CH3:25])[N:15]=1.C([O-])([O-])=O.[Na+].[Na+]. The catalyst is CCO.COCCOC.C1C=CC([P]([Pd]([P](C2C=CC=CC=2)(C2C=CC=CC=2)C2C=CC=CC=2)([P](C2C=CC=CC=2)(C2C=CC=CC=2)C2C=CC=CC=2)[P](C2C=CC=CC=2)(C2C=CC=CC=2)C2C=CC=CC=2)(C2C=CC=CC=2)C2C=CC=CC=2)=CC=1. The product is [NH2:23][C:21]1[N:20]=[CH:19][N:18]=[C:17]2[N:16]([CH:24]([CH3:26])[CH3:25])[N:15]=[C:14]([C:6]3[CH:5]=[C:4]([C:1](=[O:3])[CH3:2])[CH:9]=[CH:8][CH:7]=3)[C:22]=12. The yield is 0.180. (9) The reactants are Br[CH2:2][C:3]1[N:4]=[C:5]([C:8]2([F:14])[CH2:13][CH2:12][O:11][CH2:10][CH2:9]2)[S:6][CH:7]=1.[F:15][C@H:16]([C:18]1[S:22][C:21]2=[N:23][C:24]([C:26]3[O:27][C:28]4[C:29](=[C:31]([OH:37])[CH:32]=[C:33]([O:35][CH3:36])[CH:34]=4)[CH:30]=3)=[CH:25][N:20]2[N:19]=1)[CH3:17].C(=O)([O-])[O-].[K+].[K+].CCOC(C)=O.C(Cl)Cl. The catalyst is CN(C=O)C.[NH4+].[Cl-]. The product is [F:15][C@H:16]([C:18]1[S:22][C:21]2=[N:23][C:24]([C:26]3[O:27][C:28]4[CH:34]=[C:33]([O:35][CH3:36])[CH:32]=[C:31]([O:37][CH2:2][C:3]5[N:4]=[C:5]([C:8]6([F:14])[CH2:13][CH2:12][O:11][CH2:10][CH2:9]6)[S:6][CH:7]=5)[C:29]=4[CH:30]=3)=[CH:25][N:20]2[N:19]=1)[CH3:17]. The yield is 0.723. (10) The reactants are [CH3:1][O:2][C:3](=[O:37])[C:4]([C:16]1[CH:21]=[CH:20][C:19]([O:22][C:23]2[CH:28]=[CH:27][C:26]([CH:29]=[C:30]3[S:34][C:33](=[O:35])[NH:32][C:31]3=[O:36])=[CH:25][CH:24]=2)=[CH:18][CH:17]=1)=[CH:5][C:6]1[CH:11]=[C:10]([O:12][CH3:13])[CH:9]=[C:8]([O:14][CH3:15])[CH:7]=1.C([O-])=O.[NH4+]. The catalyst is [Pt].C(O)(=O)C. The product is [CH3:1][O:2][C:3](=[O:37])[C:4]([C:16]1[CH:21]=[CH:20][C:19]([O:22][C:23]2[CH:28]=[CH:27][C:26]([CH2:29][CH:30]3[S:34][C:33](=[O:35])[NH:32][C:31]3=[O:36])=[CH:25][CH:24]=2)=[CH:18][CH:17]=1)=[CH:5][C:6]1[CH:11]=[C:10]([O:12][CH3:13])[CH:9]=[C:8]([O:14][CH3:15])[CH:7]=1. The yield is 0.640.